Dataset: TCR-epitope binding with 47,182 pairs between 192 epitopes and 23,139 TCRs. Task: Binary Classification. Given a T-cell receptor sequence (or CDR3 region) and an epitope sequence, predict whether binding occurs between them. (1) The epitope is LVLSVNPYV. The TCR CDR3 sequence is CASSFPAGEKLFF. Result: 1 (the TCR binds to the epitope). (2) The epitope is GILGFVFTL. The TCR CDR3 sequence is CASSAVGVPHVEKLFF. Result: 1 (the TCR binds to the epitope). (3) The epitope is ILHCANFNV. The TCR CDR3 sequence is CATSDGGSGDGYTF. Result: 1 (the TCR binds to the epitope). (4) The TCR CDR3 sequence is CASSHGTYEQYF. Result: 1 (the TCR binds to the epitope). The epitope is FLNGSCGSV. (5) The epitope is GILGFVFTL. The TCR CDR3 sequence is CASSMRSYNEQFF. Result: 1 (the TCR binds to the epitope). (6) The epitope is LLQTGIHVRVSQPSL. The TCR CDR3 sequence is CASSSPLAGGGRETQYF. Result: 1 (the TCR binds to the epitope). (7) The epitope is QARQMVQAMRTIGTHP. The TCR CDR3 sequence is CASSYQGGGGTDTQYF. Result: 1 (the TCR binds to the epitope). (8) The epitope is YLNTLTLAV. The TCR CDR3 sequence is CSTGTGDEAFF. Result: 1 (the TCR binds to the epitope).